Dataset: Retrosynthesis with 50K atom-mapped reactions and 10 reaction types from USPTO. Task: Predict the reactants needed to synthesize the given product. (1) Given the product Cc1cc(C(=O)Nc2cccc(Cc3ccc4c(c3)NC(=O)C4=CNc3ccc(N4CCN(C)CC4)cc3)c2)n(C)n1, predict the reactants needed to synthesize it. The reactants are: CN1CCN(c2ccc(N)cc2)CC1.Cc1cc(C(=O)Nc2cccc(Cc3ccc4c(c3)NC(=O)C4=CO)c2)n(C)n1. (2) Given the product COC(=O)c1cc(-c2cnc(C)nc2)cc(-c2ccc(C)cn2)c1, predict the reactants needed to synthesize it. The reactants are: COC(=O)c1cc(B2OC(C)(C)C(C)(C)O2)cc(-c2ccc(C)cn2)c1.Cc1ncc(Br)cn1.